Dataset: Forward reaction prediction with 1.9M reactions from USPTO patents (1976-2016). Task: Predict the product of the given reaction. (1) Given the reactants [Cl:1][C:2]1[C:10]([Cl:11])=[CH:9][CH:8]=[CH:7][C:3]=1[C:4](O)=[O:5].[Cl:12]C1C(C(F)(F)F)=CC=CC=1C(O)=O, predict the reaction product. The product is: [Cl:1][C:2]1[C:10]([Cl:11])=[CH:9][CH:8]=[CH:7][C:3]=1[C:4]([Cl:12])=[O:5]. (2) Given the reactants F[C:2]1[CH:9]=[CH:8][CH:7]=[CH:6][C:3]=1[CH:4]=[O:5].[Na+].[C:11]1([CH3:20])[CH:16]=[CH:15][C:14]([S:17]([O-:19])=[O:18])=[CH:13][CH:12]=1, predict the reaction product. The product is: [CH3:20][C:11]1[CH:16]=[CH:15][C:14]([S:17]([C:2]2[CH:9]=[CH:8][CH:7]=[CH:6][C:3]=2[CH:4]=[O:5])(=[O:19])=[O:18])=[CH:13][CH:12]=1.